Dataset: Full USPTO retrosynthesis dataset with 1.9M reactions from patents (1976-2016). Task: Predict the reactants needed to synthesize the given product. (1) Given the product [Cl:1][C:2]1[CH:30]=[CH:29][C:5]([CH2:6][NH:7][C:8]([C:10]2[C:19](=[O:20])[C:18]3[C:13]4=[C:14]([CH:38]=[C:37]([CH2:36][N:35]([CH3:39])[CH3:34])[N:12]4[CH:11]=2)[CH:15]=[C:16]([CH2:21][N:22]2[CH2:27][CH2:26][O:25][CH2:24][CH2:23]2)[CH:17]=3)=[O:9])=[CH:4][CH:3]=1, predict the reactants needed to synthesize it. The reactants are: [Cl:1][C:2]1[CH:30]=[CH:29][C:5]([CH2:6][NH:7][C:8]([C:10]2[CH:11]=[N:12][C:13]3[C:18]([C:19]=2[OH:20])=[CH:17][C:16]([CH2:21][N:22]2[CH2:27][CH2:26][O:25][CH2:24][CH2:23]2)=[CH:15][C:14]=3I)=[O:9])=[CH:4][CH:3]=1.ClCCl.[CH3:34][N:35]([CH3:39])[CH2:36][C:37]#[CH:38]. (2) Given the product [CH:1]1([N:7]2[C:11]3([CH2:16][CH2:15][N:14]([CH2:33][CH2:34][CH2:35][C:36](=[O:37])[C:38]4[CH:43]=[CH:42][CH:41]=[CH:40][CH:39]=4)[CH2:13][CH2:12]3)[C:10](=[O:17])[N:9]([CH2:18][C:19]3[CH:20]=[C:21]([CH:29]=[CH:30][CH:31]=3)[C:22]([O:24][C:25]([CH3:27])([CH3:28])[CH3:26])=[O:23])[CH2:8]2)[CH2:2][CH2:3][CH2:4][CH2:5][CH2:6]1, predict the reactants needed to synthesize it. The reactants are: [CH:1]1([N:7]2[C:11]3([CH2:16][CH2:15][NH:14][CH2:13][CH2:12]3)[C:10](=[O:17])[N:9]([CH2:18][C:19]3[CH:20]=[C:21]([CH:29]=[CH:30][CH:31]=3)[C:22]([O:24][C:25]([CH3:28])([CH3:27])[CH3:26])=[O:23])[CH2:8]2)[CH2:6][CH2:5][CH2:4][CH2:3][CH2:2]1.I[CH2:33][CH2:34][CH2:35][C:36]([C:38]1[CH:43]=[CH:42][CH:41]=[CH:40][CH:39]=1)=[O:37].C(=O)([O-])[O-].[K+].[K+]. (3) Given the product [F:14][C:15]1[CH:21]=[C:20]([I:22])[CH:19]=[CH:18][C:16]=1[NH:17][C:2]([NH:1][C:4]1[CH:9]=[CH:8][CH:7]=[C:6]([C:10]([F:11])([F:12])[F:13])[CH:5]=1)=[O:3], predict the reactants needed to synthesize it. The reactants are: [N:1]([C:4]1[CH:9]=[CH:8][CH:7]=[C:6]([C:10]([F:13])([F:12])[F:11])[CH:5]=1)=[C:2]=[O:3].[F:14][C:15]1[CH:21]=[C:20]([I:22])[CH:19]=[CH:18][C:16]=1[NH2:17]. (4) Given the product [N:13]1[CH:18]=[CH:17][C:16]([C:2]2[C:10]3[C:5](=[CH:6][CH:7]=[C:8]([CH:11]=[O:12])[CH:9]=3)[NH:4][N:3]=2)=[CH:15][CH:14]=1, predict the reactants needed to synthesize it. The reactants are: I[C:2]1[C:10]2[C:5](=[CH:6][CH:7]=[C:8]([CH:11]=[O:12])[CH:9]=2)[NH:4][N:3]=1.[N:13]1[CH:18]=[CH:17][C:16](B(O)O)=[CH:15][CH:14]=1.C([O-])([O-])=O.[Na+].[Na+].N#N. (5) Given the product [C:23]([O:22][P:16]([O:1][CH2:2][C:3]1[CH:4]=[CH:5][C:6]([C:7]([O:9][CH3:10])=[O:8])=[CH:11][CH:12]=1)([O:17][C:18]([CH3:19])([CH3:20])[CH3:21])=[O:40])([CH3:24])([CH3:25])[CH3:26], predict the reactants needed to synthesize it. The reactants are: [OH:1][CH2:2][C:3]1[CH:12]=[CH:11][C:6]([C:7]([O:9][CH3:10])=[O:8])=[CH:5][CH:4]=1.C(N(CC)[P:16]([O:22][C:23]([CH3:26])([CH3:25])[CH3:24])[O:17][C:18]([CH3:21])([CH3:20])[CH3:19])C.CC1NN=NN=1.ClC1C=C(C=CC=1)C(OO)=[O:40]. (6) The reactants are: [NH:1]1[CH2:6][CH2:5][CH2:4][CH2:3][CH:2]1[CH:7]([OH:18])[CH2:8][CH2:9][CH2:10][CH2:11][CH2:12][CH2:13][CH2:14][CH2:15][CH2:16][CH3:17].N1C=CC=CC=1C=O.C([Mg]Br)CCCCCCCCC. Given the product [N:1]1[CH:6]=[CH:5][CH:4]=[CH:3][C:2]=1[CH:7]([OH:18])[CH2:8][CH2:9][CH2:10][CH2:11][CH2:12][CH2:13][CH2:14][CH2:15][CH2:16][CH3:17], predict the reactants needed to synthesize it. (7) Given the product [NH2:13][C@H:14]([C:18]([NH:20][CH:21]([CH:30]([OH:43])[CH2:31][O:32][C:33]1[C:34]([F:42])=[C:35]([F:41])[CH:36]=[C:37]([F:40])[C:38]=1[F:39])[CH2:22][C:23]([O:25][C:26]([CH3:28])([CH3:29])[CH3:27])=[O:24])=[O:19])[CH:15]([CH3:17])[CH3:16], predict the reactants needed to synthesize it. The reactants are: C(C([NH:13][C@H:14]([C:18]([NH:20][CH:21]([CH:30]([OH:43])[CH2:31][O:32][C:33]1[C:38]([F:39])=[C:37]([F:40])[CH:36]=[C:35]([F:41])[C:34]=1[F:42])[CH2:22][C:23]([O:25][C:26]([CH3:29])([CH3:28])[CH3:27])=[O:24])=[O:19])[CH:15]([CH3:17])[CH3:16])=O)(OCC1C=CC=CC=1)=O. (8) Given the product [Si:1]([C:8]1[C:44]([CH:42]=[O:43])=[C:16]2[C:10](=[CH:11][CH:12]=[CH:13][CH:14]=[CH:15]2)[C:9]=1[CH:19]=[O:28])([C:4]([CH3:7])([CH3:6])[CH3:5])([CH3:3])[CH3:2], predict the reactants needed to synthesize it. The reactants are: [Si:1]([C:8]1C(C)=[C:16]2[C:10](=[CH:11][CH:12]=[CH:13][CH:14]=[CH:15]2)[C:9]=1[CH3:19])([C:4]([CH3:7])([CH3:6])[CH3:5])([CH3:3])[CH3:2].ClC1C(=O)C(C#N)=C(C#N)C(=[O:28])C=1Cl.S([O-])([O-])(=O)=S.[Na+].[Na+].C[C:42]([CH3:44])=[O:43]. (9) Given the product [CH3:9][O:10][C:11]1[CH:17]=[CH:16][C:14]([NH:15][C:5]2[C:4]([NH:15][C:14]3[CH:16]=[CH:17][C:11]([O:10][CH3:9])=[CH:12][CH:13]=3)=[N:3][C:2](=[O:1])[C:7](=[O:8])[CH:6]=2)=[CH:13][CH:12]=1, predict the reactants needed to synthesize it. The reactants are: [OH:1][C:2]1[C:7]([OH:8])=[CH:6][CH:5]=[CH:4][N:3]=1.[CH3:9][O:10][C:11]1[CH:17]=[CH:16][C:14]([NH2:15])=[CH:13][CH:12]=1. (10) Given the product [Cl:1][C:2]1[CH:3]=[C:4]([N:8]2[C:12]([C:13]3[CH:18]=[C:17]([O:19][CH3:20])[CH:16]=[C:15]([F:21])[CH:14]=3)=[CH:11][C:10]([C:22]([OH:24])=[O:23])=[N:9]2)[CH:5]=[CH:6][CH:7]=1, predict the reactants needed to synthesize it. The reactants are: [Cl:1][C:2]1[CH:3]=[C:4]([N:8]2[C:12]([C:13]3[CH:18]=[C:17]([O:19][CH3:20])[CH:16]=[C:15]([F:21])[CH:14]=3)=[CH:11][C:10]([C:22]([O:24]CC)=[O:23])=[N:9]2)[CH:5]=[CH:6][CH:7]=1.ClC1C=C(N2C(C3C=C(F)C=C(Cl)C=3)=CC(C(O)=O)=N2)C=CC=1F.